Dataset: Catalyst prediction with 721,799 reactions and 888 catalyst types from USPTO. Task: Predict which catalyst facilitates the given reaction. (1) Reactant: [CH2:1]([C:5]1([N:27]([CH3:29])[CH3:28])[CH2:10][CH2:9][CH:8]([C:11]2[NH:12][C:13]3[C:18]([C:19]=2[CH2:20][CH:21]2[CH2:26][CH2:25][CH2:24][CH2:23][CH2:22]2)=[CH:17][CH:16]=[CH:15][CH:14]=3)[CH2:7][CH2:6]1)[CH2:2][CH2:3][CH3:4].C(O)(=O)CC(CC(O)=O)(C(O)=O)O.C(OCC)C.[ClH:48]. Product: [ClH:48].[CH2:1]([C:5]1([N:27]([CH3:28])[CH3:29])[CH2:6][CH2:7][CH:8]([C:11]2[NH:12][C:13]3[C:18]([C:19]=2[CH2:20][CH:21]2[CH2:22][CH2:23][CH2:24][CH2:25][CH2:26]2)=[CH:17][CH:16]=[CH:15][CH:14]=3)[CH2:9][CH2:10]1)[CH2:2][CH2:3][CH3:4]. The catalyst class is: 8. (2) Reactant: [CH2:1]([O:8][C:9]1[C:14]([F:15])=[CH:13][C:12]([C:16]2[N+:21]([O-])=[CH:20][C:19]3[C:23]([I:32])=[N:24][N:25]([CH:26]4[CH2:31][CH2:30][CH2:29][CH2:28][O:27]4)[C:18]=3[CH:17]=2)=[C:11]([CH2:33][C:34]([F:37])([F:36])[F:35])[CH:10]=1)[C:2]1[CH:7]=[CH:6][CH:5]=[CH:4][CH:3]=1.[CH3:38][N:39]([S:60]([CH3:63])(=[O:62])=[O:61])[C:40]1[CH:59]=[CH:58][CH:57]=[CH:56][C:41]=1[CH2:42][NH:43]C(=O)OC1C=CC([N+]([O-])=O)=CC=1.C(N(CC)CC)C. Product: [CH2:1]([O:8][C:9]1[C:14]([F:15])=[CH:13][C:12]([C:16]2[N:21]=[C:20]([NH:43][CH2:42][C:41]3[CH:56]=[CH:57][CH:58]=[CH:59][C:40]=3[N:39]([CH3:38])[S:60]([CH3:63])(=[O:62])=[O:61])[C:19]3[C:23]([I:32])=[N:24][N:25]([CH:26]4[CH2:31][CH2:30][CH2:29][CH2:28][O:27]4)[C:18]=3[CH:17]=2)=[C:11]([CH2:33][C:34]([F:37])([F:36])[F:35])[CH:10]=1)[C:2]1[CH:7]=[CH:6][CH:5]=[CH:4][CH:3]=1. The catalyst class is: 3. (3) Reactant: [CH3:1][N:2]([CH3:22])[C@H:3]1[CH2:8][CH2:7][C@H:6]([N:9]([CH2:20][CH3:21])[C:10]2[S:14][CH:13]=[C:12]([C:15]([O:17]C)=[O:16])[C:11]=2[CH3:19])[CH2:5][CH2:4]1.[OH-].[Na+].Cl. Product: [CH3:22][N:2]([CH3:1])[C@H:3]1[CH2:4][CH2:5][C@H:6]([N:9]([CH2:20][CH3:21])[C:10]2[S:14][CH:13]=[C:12]([C:15]([OH:17])=[O:16])[C:11]=2[CH3:19])[CH2:7][CH2:8]1. The catalyst class is: 5. (4) Reactant: [CH3:1][C:2]1([CH3:14])[C:6]([CH3:8])([CH3:7])[O:5][B:4]([C:9]2[CH:10]=[N:11][NH:12][CH:13]=2)[O:3]1.N12CCCN=C1CCCCC2.[C:26]([CH:28]=[C:29]1[CH2:32][N:31]([C:33]([O:35][C:36]([CH3:39])([CH3:38])[CH3:37])=[O:34])[CH2:30]1)#[N:27]. Product: [C:26]([CH2:28][C:29]1([N:12]2[CH:13]=[C:9]([B:4]3[O:5][C:6]([CH3:7])([CH3:8])[C:2]([CH3:14])([CH3:1])[O:3]3)[CH:10]=[N:11]2)[CH2:32][N:31]([C:33]([O:35][C:36]([CH3:39])([CH3:38])[CH3:37])=[O:34])[CH2:30]1)#[N:27]. The catalyst class is: 10. (5) Reactant: [F:1][C:2]1[CH:7]=[C:6]([F:8])[CH:5]=[CH:4][C:3]=1[N:9]1[C:13]([C:14]2[S:23][C:22]3[C:21]4[N:24]=[C:25]([C:28]5[CH:29]=[N:30][C:31](F)=[CH:32][CH:33]=5)[CH:26]=[CH:27][C:20]=4[O:19][CH2:18][CH2:17][C:16]=3[CH:15]=2)=[N:12][CH:11]=[N:10]1.[CH3:35][N:36]1[CH2:41][CH2:40][NH:39][CH2:38][CH2:37]1.CCN(C(C)C)C(C)C. Product: [F:1][C:2]1[CH:7]=[C:6]([F:8])[CH:5]=[CH:4][C:3]=1[N:9]1[C:13]([C:14]2[S:23][C:22]3[C:21]4[N:24]=[C:25]([C:28]5[CH:29]=[N:30][C:31]([N:39]6[CH2:40][CH2:41][N:36]([CH3:35])[CH2:37][CH2:38]6)=[CH:32][CH:33]=5)[CH:26]=[CH:27][C:20]=4[O:19][CH2:18][CH2:17][C:16]=3[CH:15]=2)=[N:12][CH:11]=[N:10]1. The catalyst class is: 37.